From a dataset of Forward reaction prediction with 1.9M reactions from USPTO patents (1976-2016). Predict the product of the given reaction. Given the reactants [CH2:1]([Mg]Br)[CH2:2][CH2:3][CH2:4][CH2:5][CH2:6][CH2:7][CH2:8][CH2:9][CH3:10].[O:13]1[CH2:17][CH2:16][CH2:15][CH2:14]1, predict the reaction product. The product is: [CH3:10][CH2:9][CH2:8][CH2:7][CH2:6][CH2:5][CH2:4][CH2:3][CH2:2][CH2:1][C:14](=[O:13])[CH2:15][CH2:16][CH2:17][CH2:1][CH2:2][CH2:3][CH2:4]/[CH:5]=[CH:6]\[CH2:7]/[CH:8]=[CH:9]\[CH2:10][CH2:1][CH2:2][CH2:3][CH3:4].